This data is from hERG potassium channel inhibition data for cardiac toxicity prediction from Karim et al.. The task is: Regression/Classification. Given a drug SMILES string, predict its toxicity properties. Task type varies by dataset: regression for continuous values (e.g., LD50, hERG inhibition percentage) or binary classification for toxic/non-toxic outcomes (e.g., AMES mutagenicity, cardiotoxicity, hepatotoxicity). Dataset: herg_karim. (1) The compound is CN1CCN(c2ccccc2CNC(=O)c2ccc(F)c(NC(=O)c3cnc4cc(-c5ccnn5C)ccn34)c2)CC1. The result is 1 (blocker). (2) The molecule is Cc1cccc(C)c1OCC(=O)N[C@H](Cc1ccccc1)[C@H](O)C[C@@H](Cc1ccccc1)NC(=O)[C@@H](C(C)C)N1CCCNC1=O. The result is 1 (blocker).